This data is from Reaction yield outcomes from USPTO patents with 853,638 reactions. The task is: Predict the reaction yield, written as a fraction of the theoretical maximum amount of product (1.0 means a 100% yield; for example, 0.34 means a 34% yield). (1) The reactants are C[O:2][C:3](=[O:35])[CH2:4][C:5]1[C:6]2[CH:13]=[C:12]([CH3:14])[C:11]([O:15][CH2:16][C:17]3[CH:22]=[CH:21][CH:20]=[CH:19][C:18]=3[O:23][CH2:24][C:25]3[CH:30]=[CH:29][C:28]([C:31]([F:34])([F:33])[F:32])=[CH:27][CH:26]=3)=[CH:10][C:7]=2[S:8][CH:9]=1.FC(F)(F)C1C=CC(COC2C=CC=CC=2CO)=CC=1. The catalyst is C(OCC)(=O)C.C(O)C. The product is [CH3:14][C:12]1[C:11]([O:15][CH2:16][C:17]2[CH:22]=[CH:21][CH:20]=[CH:19][C:18]=2[O:23][CH2:24][C:25]2[CH:26]=[CH:27][C:28]([C:31]([F:34])([F:32])[F:33])=[CH:29][CH:30]=2)=[CH:10][C:7]2[S:8][CH:9]=[C:5]([CH2:4][C:3]([OH:35])=[O:2])[C:6]=2[CH:13]=1. The yield is 0.860. (2) The reactants are C(OCC)C.Cl[C:7]1[N:12]=[C:11]([Cl:13])[C:10]([C:14]([F:17])([F:16])[F:15])=[CH:9][N:8]=1.[NH2:18][C:19]1[CH:20]=[N:21][N:22]([CH:24]2[CH2:29][CH2:28][N:27]([C:30]([O:32][C:33]([CH3:36])([CH3:35])[CH3:34])=[O:31])[CH2:26][CH2:25]2)[CH:23]=1.CCN(CC)CC. The catalyst is CC(O)(C)C.ClCCCl.[Cl-].[Cl-].[Zn+2]. The product is [Cl:13][C:11]1[C:10]([C:14]([F:17])([F:16])[F:15])=[CH:9][N:8]=[C:7]([NH:18][C:19]2[CH:20]=[N:21][N:22]([CH:24]3[CH2:25][CH2:26][N:27]([C:30]([O:32][C:33]([CH3:36])([CH3:35])[CH3:34])=[O:31])[CH2:28][CH2:29]3)[CH:23]=2)[N:12]=1. The yield is 0.710. (3) The reactants are [C:1]([C:5]1[CH:6]=[C:7]([CH:9]=[C:10]([I:14])[C:11]=1[O:12][CH3:13])[NH2:8])([CH3:4])([CH3:3])[CH3:2].[N:15]([CH2:18][CH2:19][C:20]([O:22][CH2:23][CH3:24])=[O:21])=[C:16]=[O:17]. No catalyst specified. The product is [C:1]([C:5]1[CH:6]=[C:7]([NH:8][C:16](=[O:17])[NH:15][CH2:18][CH2:19][C:20]([O:22][CH2:23][CH3:24])=[O:21])[CH:9]=[C:10]([I:14])[C:11]=1[O:12][CH3:13])([CH3:4])([CH3:2])[CH3:3]. The yield is 0.830. (4) The reactants are [N:1]1[C:10]2[C:5](=[CH:6][N:7]=[CH:8][CH:9]=2)[CH:4]=[CH:3][C:2]=1[C:11]([OH:13])=O.CN(C(ON1N=NC2C=CC=NC1=2)=[N+](C)C)C.F[P-](F)(F)(F)(F)F.Cl.[Br:39][C:40]1[CH:45]=[CH:44][C:43]([C@@H:46]2[CH2:50][CH2:49][CH2:48][NH:47]2)=[CH:42][CH:41]=1.CCN(C(C)C)C(C)C. The catalyst is CN(C=O)C. The product is [Br:39][C:40]1[CH:41]=[CH:42][C:43]([C@@H:46]2[CH2:50][CH2:49][CH2:48][N:47]2[C:11]([C:2]2[CH:3]=[CH:4][C:5]3[C:10](=[CH:9][CH:8]=[N:7][CH:6]=3)[N:1]=2)=[O:13])=[CH:44][CH:45]=1. The yield is 0.870. (5) The reactants are C(=O)([O-])[O-].[K+].[K+].Cl[CH2:8][C:9]([CH3:11])=[CH2:10].[Br:12][C:13]1[CH:18]=[C:17]([F:19])[CH:16]=[CH:15][C:14]=1[OH:20]. The catalyst is CN(C=O)C. The product is [Br:12][C:13]1[CH:18]=[C:17]([F:19])[CH:16]=[CH:15][C:14]=1[O:20][CH2:8][C:9]([CH3:11])=[CH2:10]. The yield is 0.950. (6) The reactants are [CH:1]1([S:4]([C:7]2[CH:12]=[CH:11][C:10]([CH:13]([C:21]3[NH:25][C:24]([C:26]4[N:31]=[CH:30][C:29]([CH:32]=[O:33])=[CH:28][CH:27]=4)=[CH:23][CH:22]=3)[CH2:14][CH:15]3[CH2:20][CH2:19][O:18][CH2:17][CH2:16]3)=[CH:9][CH:8]=2)(=[O:6])=[O:5])[CH2:3][CH2:2]1.[C:34]1(=[O:38])[CH2:37][CH2:36][CH2:35]1.C(=O)([O-])O.[Na+]. The catalyst is C(O)(=O)C.C(OCC)(=O)C.[Cl-].[Cl-].[Cl-].[Ti+3]. The product is [CH:1]1([S:4]([C:7]2[CH:8]=[CH:9][C:10]([CH:13]([C:21]3[NH:25][C:24]([C:26]4[N:31]=[CH:30][C:29]([CH:32]([OH:33])[C:34]5([OH:38])[CH2:37][CH2:36][CH2:35]5)=[CH:28][CH:27]=4)=[CH:23][CH:22]=3)[CH2:14][CH:15]3[CH2:16][CH2:17][O:18][CH2:19][CH2:20]3)=[CH:11][CH:12]=2)(=[O:6])=[O:5])[CH2:3][CH2:2]1. The yield is 0.0690. (7) The reactants are Br[CH2:2][C:3]1[NH:8][C:7]([C:9]2[S:10][CH:11]=[CH:12][N:13]=2)=[N:6][CH:5]([C:14]2[CH:19]=[CH:18][C:17]([F:20])=[CH:16][C:15]=2[C:21]2[CH:26]=[C:25]([C:27]([F:30])([F:29])[F:28])[CH:24]=[C:23]([C:31]([F:34])([F:33])[F:32])[CH:22]=2)[C:4]=1[C:35]([O:37][CH2:38][CH3:39])=[O:36].[NH:40]1[CH2:45][CH2:44][O:43][CH2:42][C@H:41]1[C:46]([OH:48])=[O:47]. No catalyst specified. The product is [CH2:38]([O:37][C:35]([C:4]1[CH:5]([C:14]2[CH:19]=[CH:18][C:17]([F:20])=[CH:16][C:15]=2[C:21]2[CH:22]=[C:23]([C:31]([F:32])([F:34])[F:33])[CH:24]=[C:25]([C:27]([F:29])([F:30])[F:28])[CH:26]=2)[N:6]=[C:7]([C:9]2[S:10][CH:11]=[CH:12][N:13]=2)[NH:8][C:3]=1[CH2:2][N:40]1[CH2:45][CH2:44][O:43][CH2:42][C@H:41]1[C:46]([OH:48])=[O:47])=[O:36])[CH3:39]. The yield is 0.580.